This data is from Forward reaction prediction with 1.9M reactions from USPTO patents (1976-2016). The task is: Predict the product of the given reaction. (1) Given the reactants [Br:1][C:2]1[C:7]([OH:8])=[CH:6][CH:5]=[CH:4][N:3]=1.C(=O)([O-])[O-].[K+].[K+].Br[CH2:16][C@@H:17]([CH3:20])[CH2:18][OH:19], predict the reaction product. The product is: [Br:1][C:2]1[C:7]([O:8][CH2:16][C@@H:17]([CH3:20])[CH2:18][OH:19])=[CH:6][CH:5]=[CH:4][N:3]=1. (2) Given the reactants [CH3:1][S:2]([C:5]1[CH:10]=[CH:9][C:8](F)=[C:7]([F:12])[CH:6]=1)(=[O:4])=[O:3].[Cl:13][C:14]1[CH:19]=[CH:18][C:17]([CH2:20][C:21]([OH:23])=[O:22])=[CH:16][C:15]=1[OH:24], predict the reaction product. The product is: [Cl:13][C:14]1[CH:19]=[CH:18][C:17]([CH2:20][C:21]([OH:23])=[O:22])=[CH:16][C:15]=1[O:24][C:8]1[CH:9]=[CH:10][C:5]([S:2]([CH3:1])(=[O:4])=[O:3])=[CH:6][C:7]=1[F:12]. (3) Given the reactants [N+]([O-])(O)=O.C(O)(C(F)(F)F)=O.S(=O)(=O)(O)O.Br[C:18]1[C:22]2[CH:23]=[CH:24][CH:25]=[CH:26][C:21]=2[S:20][C:19]=1[N+:27]([O-:29])=[O:28].[Cl:30][C:31]1[CH:32]=[C:33]([SH:37])[CH:34]=[CH:35][CH:36]=1, predict the reaction product. The product is: [Cl:30][C:31]1[CH:32]=[C:33]([S:37][C:18]2[C:22]3[CH:23]=[CH:24][CH:25]=[CH:26][C:21]=3[S:20][C:19]=2[N+:27]([O-:29])=[O:28])[CH:34]=[CH:35][CH:36]=1. (4) Given the reactants [CH:1]1([NH:4][C:5]2[C:10]([NH2:11])=[CH:9][N:8]=[C:7]([NH:12][CH2:13][CH2:14][C:15]3[S:16][CH:17]=[CH:18][CH:19]=3)[N:6]=2)[CH2:3][CH2:2]1.[N:20]1[CH:25]=[CH:24][C:23]([CH:26]=O)=[CH:22][CH:21]=1, predict the reaction product. The product is: [CH:1]1([N:4]2[C:26]([C:23]3[CH:24]=[CH:25][N:20]=[CH:21][CH:22]=3)=[N:11][C:10]3[C:5]2=[N:6][C:7]([NH:12][CH2:13][CH2:14][C:15]2[S:16][CH:17]=[CH:18][CH:19]=2)=[N:8][CH:9]=3)[CH2:3][CH2:2]1. (5) Given the reactants [CH3:1][N:2]([CH3:27])[S:3]([N:6]1[CH:10]=[C:9]([C:11]2[CH:19]=[CH:18][C:14]3[O:15][CH2:16][O:17][C:13]=3[CH:12]=2)[C:8]([C:20]2[CH:25]=[CH:24][CH:23]=[C:22](Br)[N:21]=2)=[N:7]1)(=[O:5])=[O:4].[CH2:28]([Sn](CCCC)(CCCC)C=C)[CH2:29]CC, predict the reaction product. The product is: [CH3:1][N:2]([CH3:27])[S:3]([N:6]1[CH:10]=[C:9]([C:11]2[CH:19]=[CH:18][C:14]3[O:15][CH2:16][O:17][C:13]=3[CH:12]=2)[C:8]([C:20]2[CH:25]=[CH:24][CH:23]=[C:22]([CH:28]=[CH2:29])[N:21]=2)=[N:7]1)(=[O:5])=[O:4]. (6) Given the reactants [CH:1]1[CH:2]=[CH:3][C:4]2[NH:9][CH:8]=[C:7]([CH2:10][CH2:11]O)[C:5]=2[CH:6]=1.S(Cl)(C)(=O)=O.[CH3:18][N:19]1[CH2:24][CH2:23][NH:22][CH2:21][CH2:20]1.[OH-].[Na+], predict the reaction product. The product is: [CH3:18][N:19]1[CH2:24][CH2:23][N:22]([CH2:11][CH2:10][C:7]2[C:5]3[C:4](=[CH:3][CH:2]=[CH:1][CH:6]=3)[NH:9][CH:8]=2)[CH2:21][CH2:20]1. (7) Given the reactants [NH2:1][C:2]1[C:11]2[C:6](=[CH:7][CH:8]=[CH:9][C:10]=2[O:12][CH2:13][CH:14]2[CH2:18][CH2:17][CH2:16][CH2:15]2)[N:5]=[C:4]([CH3:19])[C:3]=1[C:20]([OH:22])=[O:21].[ClH:23], predict the reaction product. The product is: [ClH:23].[NH2:1][C:2]1[C:11]2[C:6](=[CH:7][CH:8]=[CH:9][C:10]=2[O:12][CH2:13][CH:14]2[CH2:18][CH2:17][CH2:16][CH2:15]2)[N:5]=[C:4]([CH3:19])[C:3]=1[C:20]([OH:22])=[O:21].